Dataset: NCI-60 drug combinations with 297,098 pairs across 59 cell lines. Task: Regression. Given two drug SMILES strings and cell line genomic features, predict the synergy score measuring deviation from expected non-interaction effect. (1) Drug 1: CCCS(=O)(=O)NC1=C(C(=C(C=C1)F)C(=O)C2=CNC3=C2C=C(C=N3)C4=CC=C(C=C4)Cl)F. Drug 2: C1C(C(OC1N2C=NC(=NC2=O)N)CO)O. Cell line: HCC-2998. Synergy scores: CSS=17.1, Synergy_ZIP=1.07, Synergy_Bliss=6.08, Synergy_Loewe=-15.4, Synergy_HSA=-4.25. (2) Drug 1: CNC(=O)C1=NC=CC(=C1)OC2=CC=C(C=C2)NC(=O)NC3=CC(=C(C=C3)Cl)C(F)(F)F. Drug 2: CN1C=C(C=N1)C2=C3N=C(C(=C(N3N=C2)N)Br)C4CCCNC4. Cell line: T-47D. Synergy scores: CSS=49.9, Synergy_ZIP=15.8, Synergy_Bliss=17.9, Synergy_Loewe=8.65, Synergy_HSA=13.9.